From a dataset of Full USPTO retrosynthesis dataset with 1.9M reactions from patents (1976-2016). Predict the reactants needed to synthesize the given product. (1) Given the product [CH3:38][O:37][C:34]1[N:35]=[C:36]2[C:31](=[CH:32][CH:33]=1)[N:30]([CH3:39])[C:29](=[O:40])[CH:28]=[C:27]2[CH2:26][CH2:25][C:20]12[CH2:21][CH2:22][C:17]([NH:16][C:14](=[O:15])[O:13][C:9]([CH3:11])([CH3:10])[CH3:12])([CH2:24][CH2:23]1)[CH2:18][O:19]2, predict the reactants needed to synthesize it. The reactants are: FC(F)(F)S([O-])(=O)=O.[C:9]([O:13][C:14]([NH:16][C:17]12[CH2:24][CH2:23][C:20]([CH2:25][CH2:26][C:27]3[C:36]4[C:31](=[CH:32][CH:33]=[C:34]([O:37][CH3:38])[N:35]=4)[N+:30]([CH3:39])=[CH:29][CH:28]=3)([CH2:21][CH2:22]1)[O:19][CH2:18]2)=[O:15])([CH3:12])([CH3:11])[CH3:10].[OH-:40].[Na+]. (2) Given the product [NH2:44][C@H:39]([C:38]([N:27]1[CH2:26][CH2:25][CH:24]([CH2:23][CH2:22][N:13]2[C:12]([S:11][C:3]3[C:2]([Br:1])=[CH:10][C:6]4[O:7][CH2:8][O:9][C:5]=4[CH:4]=3)=[N:20][C:19]3[C:14]2=[N:15][CH:16]=[N:17][C:18]=3[NH2:21])[CH2:29][CH2:28]1)=[O:37])[CH2:40][C:41]([NH2:43])=[O:42], predict the reactants needed to synthesize it. The reactants are: [Br:1][C:2]1[C:3]([S:11][C:12]2[N:13]([CH2:22][CH2:23][CH:24]3[CH2:29][CH2:28][NH:27][CH2:26][CH2:25]3)[C:14]3[C:19]([N:20]=2)=[C:18]([NH2:21])[N:17]=[CH:16][N:15]=3)=[CH:4][C:5]2[O:9][CH2:8][O:7][C:6]=2[CH:10]=1.O=C1CCC(=O)N1[O:37][C:38](=O)[C@@H:39]([NH:44]C(OC(C)(C)C)=O)[CH2:40][C:41]([NH2:43])=[O:42].